The task is: Predict the product of the given reaction.. This data is from Forward reaction prediction with 1.9M reactions from USPTO patents (1976-2016). (1) Given the reactants C[O:2][C:3]1[C:4]([CH3:36])=[C:5]([C:27]([O:34]C)=[C:28]([O:32][CH3:33])[C:29]=1[O:30][CH3:31])[CH2:6][C:7]1[C:8]([C:21]2[CH:22]=[N:23][CH:24]=[CH:25][CH:26]=2)=[C:9]([CH:18]=[CH:19][CH:20]=1)[C:10]([N:12]1[CH2:17][CH2:16][CH2:15][CH2:14][CH2:13]1)=[O:11].O=[N+]([O-])[O-].[O-][N+](=O)[O-].[O-][N+](=O)[O-].[O-][N+](=O)[O-].[O-][N+](=O)[O-].[O-][N+](=O)[O-].[Ce+4].[NH4+].[NH4+].C(=O)([O-])O.[Na+], predict the reaction product. The product is: [CH3:31][O:30][C:29]1[C:3](=[O:2])[C:4]([CH3:36])=[C:5]([CH2:6][C:7]2[C:8]([C:21]3[CH:22]=[N:23][CH:24]=[CH:25][CH:26]=3)=[C:9]([CH:18]=[CH:19][CH:20]=2)[C:10]([N:12]2[CH2:17][CH2:16][CH2:15][CH2:14][CH2:13]2)=[O:11])[C:27](=[O:34])[C:28]=1[O:32][CH3:33]. (2) Given the reactants [Cl:1][C:2]1[CH:3]=[CH:4][C:5]2[NH:11][C:10](=S)[C@@H:9]([CH2:13][C:14]([O:16][CH2:17][CH3:18])=[O:15])[O:8][C@H:7]([C:19]3[CH:24]=[CH:23][CH:22]=[CH:21][C:20]=3[O:25][CH3:26])[C:6]=2[CH:27]=1.O.[NH2:29][NH2:30].[F:31][C:32]([F:43])([F:42])[C:33](O[C:33](=O)[C:32]([F:43])([F:42])[F:31])=O, predict the reaction product. The product is: [Cl:1][C:2]1[CH:3]=[CH:4][C:5]2[N:11]3[C:33]([C:32]([F:43])([F:42])[F:31])=[N:29][N:30]=[C:10]3[C@@H:9]([CH2:13][C:14]([O:16][CH2:17][CH3:18])=[O:15])[O:8][C@H:7]([C:19]3[CH:24]=[CH:23][CH:22]=[CH:21][C:20]=3[O:25][CH3:26])[C:6]=2[CH:27]=1.